From a dataset of Reaction yield outcomes from USPTO patents with 853,638 reactions. Predict the reaction yield, written as a fraction of the theoretical maximum amount of product (1.0 means a 100% yield; for example, 0.34 means a 34% yield). (1) The reactants are [OH:1][C:2]1[CH:10]=[C:9]([OH:11])[C:8]([Br:12])=[CH:7][C:3]=1[C:4]([OH:6])=[O:5].C(=O)([O-])[O-].[K+].[K+].[CH2:19](Br)[C:20]1[CH:25]=[CH:24][CH:23]=[CH:22][CH:21]=1.[OH-].[K+].Cl. The catalyst is CN(C=O)C.O.CO. The product is [CH2:19]([O:1][C:2]1[CH:10]=[C:9]([O:11][CH2:4][C:3]2[CH:7]=[CH:8][CH:9]=[CH:10][CH:2]=2)[C:8]([Br:12])=[CH:7][C:3]=1[C:4]([OH:6])=[O:5])[C:20]1[CH:25]=[CH:24][CH:23]=[CH:22][CH:21]=1. The yield is 0.560. (2) The reactants are [CH3:1][C:2]1[C:10]2[C:5](=[N:6][CH:7]=[C:8]([NH2:11])[CH:9]=2)[NH:4][N:3]=1.[F:12][C:13]1[C:21]([NH:22][S:23]([CH2:26][CH2:27][CH2:28][F:29])(=[O:25])=[O:24])=[CH:20][CH:19]=[C:18]([F:30])[C:14]=1[C:15](O)=[O:16].CCN=C=NCCCN(C)C.C1C=CC2N(O)N=NC=2C=1. The catalyst is CN(C=O)C. The product is [F:12][C:13]1[C:21]([NH:22][S:23]([CH2:26][CH2:27][CH2:28][F:29])(=[O:25])=[O:24])=[CH:20][CH:19]=[C:18]([F:30])[C:14]=1[C:15]([NH:11][C:8]1[CH:9]=[C:10]2[C:2]([CH3:1])=[N:3][NH:4][C:5]2=[N:6][CH:7]=1)=[O:16]. The yield is 0.290. (3) The reactants are Br[C:2]1[CH:7]=[CH:6][C:5]([C:8]2[N:17]=[C:16]([NH:18][C:19]3[NH:20][N:21]=[C:22]([CH3:24])[CH:23]=3)[C:15]3[C:10](=[CH:11][CH:12]=[CH:13][CH:14]=3)[N:9]=2)=[CH:4][CH:3]=1.[C:25]1(B(O)O)[CH:30]=[CH:29][CH:28]=[CH:27][CH:26]=1.C([O-])([O-])=O.[Na+].[Na+].C1(P(C2C=CC=CC=2)C2C=CC=CC=2)C=CC=CC=1. The catalyst is C1COCC1.O.C([O-])(=O)C.[Pd+2].C([O-])(=O)C. The product is [C:2]1([C:25]2[CH:30]=[CH:29][CH:28]=[CH:27][CH:26]=2)[CH:7]=[CH:6][C:5]([C:8]2[N:17]=[C:16]([NH:18][C:19]3[NH:20][N:21]=[C:22]([CH3:24])[CH:23]=3)[C:15]3[C:10](=[CH:11][CH:12]=[CH:13][CH:14]=3)[N:9]=2)=[CH:4][CH:3]=1. The yield is 0.510. (4) The reactants are [CH3:1][O:2][C:3]1[CH:8]=[CH:7][CH:6]=[CH:5][C:4]=1[C:9]1[C:17]2[C:12](=[N:13][CH:14]=[C:15]([C:18]3[CH:19]=[C:20]([CH:24]([C:26]4[C:31]([CH3:32])=[CH:30][CH:29]=[CH:28][N:27]=4)[OH:25])[CH:21]=[CH:22][CH:23]=3)[CH:16]=2)[N:11](COCC[Si](C)(C)C)[N:10]=1.FC(F)(F)C(O)=O.C(N)CN. The catalyst is ClCCl. The product is [CH3:1][O:2][C:3]1[CH:8]=[CH:7][CH:6]=[CH:5][C:4]=1[C:9]1[C:17]2[C:12](=[N:13][CH:14]=[C:15]([C:18]3[CH:19]=[C:20]([CH:24]([C:26]4[C:31]([CH3:32])=[CH:30][CH:29]=[CH:28][N:27]=4)[OH:25])[CH:21]=[CH:22][CH:23]=3)[CH:16]=2)[NH:11][N:10]=1. The yield is 0.140. (5) The reactants are [NH2:1][C:2]1[N:7]=[C:6]([NH2:8])[C:5]([C:9]2[CH:14]=[CH:13][C:12]([N+:15]([O-])=O)=[CH:11][CH:10]=2)=[C:4]([CH2:18][O:19][CH2:20][CH:21]2[CH2:24][CH2:23][CH2:22]2)[N:3]=1.[H][H]. The catalyst is CO.[Pd]. The product is [NH2:1][C:2]1[N:7]=[C:6]([NH2:8])[C:5]([C:9]2[CH:10]=[CH:11][C:12]([NH2:15])=[CH:13][CH:14]=2)=[C:4]([CH2:18][O:19][CH2:20][CH:21]2[CH2:24][CH2:23][CH2:22]2)[N:3]=1. The yield is 0.960. (6) The reactants are [Cl:1][C:2]1[CH:3]=[C:4]2[C:8](=[CH:9][C:10]=1[Cl:11])[NH:7][CH:6]=[C:5]2[CH2:12][C:13]([OH:15])=O.[N:16]1([CH:22]2[CH2:25][N:24]([C:26](=[O:29])[CH:27]=[CH2:28])[CH2:23]2)[CH2:21][CH2:20][NH:19][CH2:18][CH2:17]1.CCN=C=NCCCN(C)C.Cl.C1C=CC2N(O)N=NC=2C=1.CCN(CC)CC. The catalyst is CN(C=O)C. The product is [Cl:1][C:2]1[CH:3]=[C:4]2[C:8](=[CH:9][C:10]=1[Cl:11])[NH:7][CH:6]=[C:5]2[CH2:12][C:13]([N:19]1[CH2:20][CH2:21][N:16]([CH:22]2[CH2:25][N:24]([C:26](=[O:29])[CH:27]=[CH2:28])[CH2:23]2)[CH2:17][CH2:18]1)=[O:15]. The yield is 0.0766. (7) The reactants are [C:1]([C:5]1[CH:10]=[C:9](O)[N:8]=[CH:7][N:6]=1)([CH3:4])([CH3:3])[CH3:2].P(Cl)(Cl)([Cl:14])=O. No catalyst specified. The product is [C:1]([C:5]1[CH:10]=[C:9]([Cl:14])[N:8]=[CH:7][N:6]=1)([CH3:4])([CH3:3])[CH3:2]. The yield is 0.780. (8) The reactants are [CH3:1][Li].[CH3:3][C@@H:4]1[CH2:9][C:8](=[O:10])[CH:7]=[CH:6][O:5]1. The catalyst is C(OCC)C.[Cu]I. The product is [CH3:3][C@@H:4]1[CH2:9][C:8](=[O:10])[CH2:7][C@@H:6]([CH3:1])[O:5]1. The yield is 0.860.